From a dataset of HIV replication inhibition screening data with 41,000+ compounds from the AIDS Antiviral Screen. Binary Classification. Given a drug SMILES string, predict its activity (active/inactive) in a high-throughput screening assay against a specified biological target. The molecule is CN1C(=O)C2(C#N)C3(CCCC3)C2(C#N)C1=O. The result is 0 (inactive).